From a dataset of Full USPTO retrosynthesis dataset with 1.9M reactions from patents (1976-2016). Predict the reactants needed to synthesize the given product. The reactants are: [C:1]([O:6][CH2:7][CH3:8])(=[O:5])[C:2]([CH3:4])=[O:3].N1C(C)=CC=CC=1C.[CH3:17][C:18]([CH3:22])([CH3:21])[C:19]#[N:20]. Given the product [C:18]([C:19]1[O:3][C:2]([C:1]([O:6][CH2:7][CH3:8])=[O:5])=[CH:4][N:20]=1)([CH3:22])([CH3:21])[CH3:17], predict the reactants needed to synthesize it.